Task: Predict which catalyst facilitates the given reaction.. Dataset: Catalyst prediction with 721,799 reactions and 888 catalyst types from USPTO (1) Reactant: [OH-].[Na+].[Cl:3][C:4]1[C:13]2[C:8](=[CH:9][C:10]([S:14]([NH:17][C:18]3[CH:19]=[C:20]([CH:25]=[CH:26][C:27]=3[O:28][CH3:29])[C:21]([O:23]C)=[O:22])(=[O:16])=[O:15])=[CH:11][CH:12]=2)[C:7]([NH:30][C:31]([NH2:33])=[NH:32])=[N:6][CH:5]=1.Cl. Product: [ClH:3].[Cl:3][C:4]1[C:13]2[C:8](=[CH:9][C:10]([S:14]([NH:17][C:18]3[CH:19]=[C:20]([CH:25]=[CH:26][C:27]=3[O:28][CH3:29])[C:21]([OH:23])=[O:22])(=[O:15])=[O:16])=[CH:11][CH:12]=2)[C:7]([NH:30][C:31]([NH2:33])=[NH:32])=[N:6][CH:5]=1. The catalyst class is: 12. (2) Reactant: [Mg].[CH2:2]([C:5]1[C:14]2[C:9](=[CH:10][CH:11]=[C:12](Br)[CH:13]=2)[CH:8]=[CH:7][C:6]=1[O:16][CH3:17])[CH:3]=[CH2:4].[O:18]=[C:19]1[CH2:23][N:22]([C:24]([O:26][CH2:27][CH2:28][Si:29]([CH3:32])([CH3:31])[CH3:30])=[O:25])[C@H:21]([C:33]([O:35][CH3:36])=[O:34])[CH2:20]1. Product: [CH2:2]([C:5]1[C:6]([O:16][CH3:17])=[CH:7][CH:8]=[C:9]2[C:14]=1[CH:13]=[C:12]([C@@:19]1([OH:18])[CH2:23][N:22]([C:24]([O:26][CH2:27][CH2:28][Si:29]([CH3:32])([CH3:30])[CH3:31])=[O:25])[C@H:21]([C:33]([O:35][CH3:36])=[O:34])[CH2:20]1)[CH:11]=[CH:10]2)[CH:3]=[CH2:4]. The catalyst class is: 76.